This data is from Catalyst prediction with 721,799 reactions and 888 catalyst types from USPTO. The task is: Predict which catalyst facilitates the given reaction. (1) Reactant: [NH2:1][C:2]1[CH:10]=[CH:9][CH:8]=[C:7]2[C:3]=1[C:4](=[O:21])[N:5]([C:12]1([CH3:20])[CH2:17][CH2:16][C:15](=[O:18])[NH:14][C:13]1=[O:19])[C:6]2=[O:11].[C:22](Cl)(=[O:29])[CH2:23][CH2:24][CH2:25][CH2:26][CH2:27][CH3:28].CO. Product: [CH3:20][C:12]1([N:5]2[C:4](=[O:21])[C:3]3[C:7](=[CH:8][CH:9]=[CH:10][C:2]=3[NH:1][C:22](=[O:29])[CH2:23][CH2:24][CH2:25][CH2:26][CH2:27][CH3:28])[C:6]2=[O:11])[CH2:17][CH2:16][C:15](=[O:18])[NH:14][C:13]1=[O:19]. The catalyst class is: 1. (2) Reactant: [F:1][C:2]1[CH:28]=[CH:27][C:5]([O:6][C:7]2[CH:12]=[CH:11][C:10]([NH:13][C:14]3[C:23]4[C:18](=[CH:19][C:20]([O:25][CH3:26])=[C:21]([NH2:24])[CH:22]=4)[N:17]=[CH:16][N:15]=3)=[CH:9][CH:8]=2)=[CH:4][CH:3]=1.[CH2:29]([O:31][P:32]([CH2:37][C:38](O)=[O:39])([O:34][CH2:35][CH3:36])=[O:33])[CH3:30].CCN=C=NCCCN(C)C.Cl.CCN(C(C)C)C(C)C. Product: [F:1][C:2]1[CH:28]=[CH:27][C:5]([O:6][C:7]2[CH:8]=[CH:9][C:10]([NH:13][C:14]3[C:23]4[C:18](=[CH:19][C:20]([O:25][CH3:26])=[C:21]([NH:24][C:38](=[O:39])[CH2:37][P:32](=[O:33])([O:34][CH2:35][CH3:36])[O:31][CH2:29][CH3:30])[CH:22]=4)[N:17]=[CH:16][N:15]=3)=[CH:11][CH:12]=2)=[CH:4][CH:3]=1. The catalyst class is: 499. (3) Reactant: [CH2:1]1[N:6]2[CH2:7][N:8]3[CH2:10][N:4]([CH2:5]2)[CH2:3][N:2]1[CH2:9]3.[N+:11]([O-:14])([O-:13])=[O:12]. The catalyst class is: 6. Product: [CH2:1]1[N:6]2[CH2:7][N:8]3[CH2:10][N:4]([CH2:5]2)[CH2:3][N:2]1[CH2:9]3.[N+:11]([O-:14])([OH:13])=[O:12]. (4) Reactant: [Cl:1][C:2]1[CH:3]=[CH:4][C:5]([F:18])=[C:6]([C:8]2[N:9]=[C:10](O)[C:11]3[O:16][CH2:15][CH2:14][C:12]=3[N:13]=2)[CH:7]=1.C([O-])(O)=O.[Na+].O=P(Cl)(Cl)[Cl:26]. Product: [Cl:26][C:10]1[C:11]2[O:16][CH2:15][CH2:14][C:12]=2[N:13]=[C:8]([C:6]2[CH:7]=[C:2]([Cl:1])[CH:3]=[CH:4][C:5]=2[F:18])[N:9]=1. The catalyst class is: 2. (5) The catalyst class is: 3. Reactant: [OH:1][C:2]1[CH:9]=[CH:8][C:5]([C:6]#[N:7])=[CH:4][CH:3]=1.[CH2:10](Br)[CH:11]=[CH2:12].C(=O)([O-])[O-].[Cs+].[Cs+].O. Product: [CH2:12]([O:1][C:2]1[CH:9]=[CH:8][C:5]([C:6]#[N:7])=[CH:4][CH:3]=1)[CH:11]=[CH2:10]. (6) Reactant: C(=O)([O-])[O-].[Na+].[Na+].[C:7]([C:15]1[C:23]2[C:18](=[N:19][CH:20]=[CH:21][CH:22]=2)[N:17](C(OC(C)(C)C)=O)[CH:16]=1)(=O)[C:8]#[C:9][CH2:10][CH2:11][CH2:12][CH3:13].C(=O)(O)O.[NH2:35][C:36]([NH2:38])=[NH:37]. Product: [CH2:10]([C:9]1[CH:8]=[C:7]([C:15]2[C:23]3[C:18](=[N:19][CH:20]=[CH:21][CH:22]=3)[NH:17][CH:16]=2)[N:37]=[C:36]([NH2:38])[N:35]=1)[CH2:11][CH2:12][CH3:13]. The catalyst class is: 141.